From a dataset of Full USPTO retrosynthesis dataset with 1.9M reactions from patents (1976-2016). Predict the reactants needed to synthesize the given product. (1) Given the product [C:34]([O:38][C:39]([N:41]1[CH2:46][CH2:45][N:44]([CH2:31][C:30]([C:16]2[CH:17]=[C:18]([Cl:29])[C:19]([O:21][CH2:22][C:23]3[CH:28]=[CH:27][CH:26]=[CH:25][CH:24]=3)=[CH:20][C:15]=2[O:14][CH2:7][C:8]2[CH:13]=[CH:12][CH:11]=[CH:10][CH:9]=2)=[O:33])[CH2:43][CH2:42]1)=[O:40])([CH3:37])([CH3:35])[CH3:36], predict the reactants needed to synthesize it. The reactants are: C(=O)([O-])[O-].[Cs+].[Cs+].[CH2:7]([O:14][C:15]1[CH:20]=[C:19]([O:21][CH2:22][C:23]2[CH:28]=[CH:27][CH:26]=[CH:25][CH:24]=2)[C:18]([Cl:29])=[CH:17][C:16]=1[C:30](=[O:33])[CH2:31]Br)[C:8]1[CH:13]=[CH:12][CH:11]=[CH:10][CH:9]=1.[C:34]([O:38][C:39]([N:41]1[CH2:46][CH2:45][NH:44][CH2:43][CH2:42]1)=[O:40])([CH3:37])([CH3:36])[CH3:35]. (2) Given the product [C:1]([O:4][C:5]1[CH:13]=[CH:12][C:8]([C:9]([O:11][CH:46]2[CH2:47][O:48][CH:49]([C:51]3[CH:52]=[CH:53][CH:54]=[CH:55][CH:56]=3)[O:50][CH2:45]2)=[O:10])=[CH:7][CH:6]=1)(=[O:3])[CH3:2], predict the reactants needed to synthesize it. The reactants are: [C:1]([O:4][C:5]1[CH:13]=[CH:12][C:8]([C:9]([OH:11])=[O:10])=[CH:7][CH:6]=1)(=[O:3])[CH3:2].C(N(CC)CC)C.CN(C(ON1N=NC2C=CC=CC1=2)=[N+](C)C)C.F[P-](F)(F)(F)(F)F.[CH2:45]1[O:50][CH:49]([C:51]2[CH:56]=[CH:55][CH:54]=[CH:53][CH:52]=2)[O:48][CH2:47][CH:46]1O. (3) Given the product [Cl:11][C:9]1[CH:8]=[CH:7][C:6]([O:12][CH2:15][CH2:16][CH2:17][N:18]([CH3:20])[CH3:19])=[C:5]([NH2:4])[CH:10]=1, predict the reactants needed to synthesize it. The reactants are: C[O-].[Na+].[NH2:4][C:5]1[CH:10]=[C:9]([Cl:11])[CH:8]=[CH:7][C:6]=1[OH:12].Cl.Cl[CH2:15][CH2:16][CH2:17][N:18]([CH3:20])[CH3:19]. (4) Given the product [Cl:17][C:14]1[CH:15]=[CH:16][C:11]([C:8]2[N:6]3[CH:7]=[C:2]([C:30]4[CH:31]=[CH:32][C:27]([C:24]([NH2:25])=[O:26])=[CH:28][CH:29]=4)[N:3]=[CH:4][C:5]3=[N:10][CH:9]=2)=[CH:12][CH:13]=1, predict the reactants needed to synthesize it. The reactants are: Br[C:2]1[N:3]=[CH:4][C:5]2[N:6]([C:8]([C:11]3[CH:16]=[CH:15][C:14]([Cl:17])=[CH:13][CH:12]=3)=[CH:9][N:10]=2)[CH:7]=1.C([O-])([O-])=O.[K+].[K+].[C:24]([C:27]1[CH:32]=[CH:31][C:30](B(O)O)=[CH:29][CH:28]=1)(=[O:26])[NH2:25]. (5) Given the product [Cl:1][C:2]1[C:7]([NH:8][C:9]2[N:14]=[C:13]([NH:15][CH:25]3[CH2:26][CH2:27]3)[C:12]3=[N:28][CH:29]=[C:30]([C:31]#[N:32])[N:11]3[N:10]=2)=[CH:6][C:5]([C:33]#[N:34])=[CH:4][C:3]=1[N:35]1[CH2:40][CH2:39][N:38]([CH2:41][CH:42]([F:43])[F:44])[CH:37]([C:45]([N:47]([CH3:49])[CH3:48])=[O:46])[CH2:36]1, predict the reactants needed to synthesize it. The reactants are: [Cl:1][C:2]1[C:7]([NH:8][C:9]2[N:14]=[C:13]([N:15]([CH:25]3[CH2:27][CH2:26]3)CC3C=CC(OC)=CC=3)[C:12]3=[N:28][CH:29]=[C:30]([C:31]#[N:32])[N:11]3[N:10]=2)=[CH:6][C:5]([C:33]#[N:34])=[CH:4][C:3]=1[N:35]1[CH2:40][CH2:39][N:38]([CH2:41][CH:42]([F:44])[F:43])[CH:37]([C:45]([N:47]([CH3:49])[CH3:48])=[O:46])[CH2:36]1.C1(OC)C=CC=CC=1.C(O)(C(F)(F)F)=O. (6) Given the product [C:1]([O:5][C:6]([NH:8][C@H:9]([C:29](=[O:46])/[CH:30]=[CH:31]/[C:32](=[O:44])[NH:33][C@H:34]1[C:43]2[C:38](=[CH:39][CH:40]=[CH:41][CH:42]=2)[CH2:37][CH2:36][CH2:35]1)[CH2:10][C:11]1[CH:28]=[CH:27][C:14]([O:15][CH2:16][C:17]2[CH:26]=[CH:25][C:20]([C:21]([O:23][CH3:24])=[O:22])=[CH:19][CH:18]=2)=[CH:13][CH:12]=1)=[O:7])([CH3:4])([CH3:2])[CH3:3], predict the reactants needed to synthesize it. The reactants are: [C:1]([O:5][C:6]([NH:8][C@H:9]([C:29](=[O:46])[CH2:30][CH:31](O)[C:32](=[O:44])[NH:33][C@H:34]1[C:43]2[C:38](=[CH:39][CH:40]=[CH:41][CH:42]=2)[CH2:37][CH2:36][CH2:35]1)[CH2:10][C:11]1[CH:28]=[CH:27][C:14]([O:15][CH2:16][C:17]2[CH:26]=[CH:25][C:20]([C:21]([O:23][CH3:24])=[O:22])=[CH:19][CH:18]=2)=[CH:13][CH:12]=1)=[O:7])([CH3:4])([CH3:3])[CH3:2].CS(Cl)(=O)=O. (7) Given the product [CH3:21][C:20]([NH2:23])([CH3:22])[CH2:19][NH:18][C:2]1[CH:11]=[C:10]([C:12]2[CH:17]=[CH:16][N:15]=[CH:14][CH:13]=2)[CH:9]=[C:8]2[C:3]=1[CH:4]=[CH:5][N:6]=[CH:7]2, predict the reactants needed to synthesize it. The reactants are: Br[C:2]1[CH:11]=[C:10]([C:12]2[CH:17]=[CH:16][N:15]=[CH:14][CH:13]=2)[CH:9]=[C:8]2[C:3]=1[CH:4]=[CH:5][N:6]=[CH:7]2.[NH2:18][CH2:19][C:20]([NH2:23])([CH3:22])[CH3:21].C1C=CC(P(C2C(C3C(P(C4C=CC=CC=4)C4C=CC=CC=4)=CC=C4C=3C=CC=C4)=C3C(C=CC=C3)=CC=2)C2C=CC=CC=2)=CC=1.CC([O-])(C)C.[Na+].